From a dataset of Reaction yield outcomes from USPTO patents with 853,638 reactions. Predict the reaction yield, written as a fraction of the theoretical maximum amount of product (1.0 means a 100% yield; for example, 0.34 means a 34% yield). (1) The reactants are [NH2:1][C:2]1[N:3]([CH3:31])[C:4](=[O:30])[C:5]([C:20]2[CH:21]=[C:22]([CH:28]=O)[N:23]([CH2:25][CH2:26][F:27])[CH:24]=2)([C:7]2[CH:12]=[CH:11][CH:10]=[C:9]([C:13]3[C:14]([F:19])=[N:15][CH:16]=[CH:17][CH:18]=3)[CH:8]=2)[N:6]=1.[CH2:32]([NH:34][CH2:35][CH3:36])[CH3:33].[BH3-]C#N.[Na+]. The catalyst is [Cl-].[Cl-].[Zn+2].CO. The product is [NH2:1][C:2]1[N:3]([CH3:31])[C:4](=[O:30])[C:5]([C:20]2[CH:21]=[C:22]([CH2:28][N:34]([CH2:35][CH3:36])[CH2:32][CH3:33])[N:23]([CH2:25][CH2:26][F:27])[CH:24]=2)([C:7]2[CH:12]=[CH:11][CH:10]=[C:9]([C:13]3[C:14]([F:19])=[N:15][CH:16]=[CH:17][CH:18]=3)[CH:8]=2)[N:6]=1. The yield is 0.370. (2) The reactants are [N:1]1[CH:6]=[CH:5][CH:4]=[CH:3][C:2]=1[C:7]1([C:11]#N)[CH2:10][CH2:9][CH2:8]1.[OH2:13].CC(O)=[O:16].S(=O)(=O)(O)O. The catalyst is CCOCC. The product is [N:1]1[CH:6]=[CH:5][CH:4]=[CH:3][C:2]=1[C:7]1([C:11]([OH:16])=[O:13])[CH2:10][CH2:9][CH2:8]1. The yield is 0.590.